Dataset: Aqueous solubility values for 9,982 compounds from the AqSolDB database. Task: Regression/Classification. Given a drug SMILES string, predict its absorption, distribution, metabolism, or excretion properties. Task type varies by dataset: regression for continuous measurements (e.g., permeability, clearance, half-life) or binary classification for categorical outcomes (e.g., BBB penetration, CYP inhibition). For this dataset (solubility_aqsoldb), we predict Y. (1) The compound is CCC(C)N(C(=O)SCc1ccccc1)C(C)CC. The Y is -5.05 log mol/L. (2) The molecule is O=C(CO)C(O)C(O)C(O)CO. The Y is 0.320 log mol/L. (3) The drug is COc1ccc(C(=O)c2ccccc2)c(O)c1. The Y is -4.58 log mol/L. (4) The Y is -1.66 log mol/L. The compound is CC1=C(C)S(=O)(=O)CCS1(=O)=O. (5) The molecule is CC12CCC3C(CCC4CC(O)CCC43C)C1CCC2=O. The Y is -4.40 log mol/L. (6) The compound is O=C(CCCCC(=O)NCCO)NCCO. The Y is 0.412 log mol/L. (7) The molecule is COC1=CC=C2C3Cc4ccc(OC)c5c4C2(CCN3C)C1O5. The Y is -2.66 log mol/L. (8) The drug is CCCCCCOC(=O)c1ccc(O)c(Cl)c1. The Y is -4.09 log mol/L. (9) The compound is O=S([O-])OS(=O)[O-].[Na+].[Na+]. The Y is 0.453 log mol/L. (10) The drug is NCC(=O)Nc1ccc(S(=O)(=O)Nc2nnc(S(N)(=O)=O)s2)cc1. The Y is -1.19 log mol/L.